From a dataset of Full USPTO retrosynthesis dataset with 1.9M reactions from patents (1976-2016). Predict the reactants needed to synthesize the given product. (1) The reactants are: [OH-].[Li+].[Cl:3][C:4]1[C:8]([Cl:9])=[C:7]([CH3:10])[NH:6][C:5]=1[C:11]([NH:13][CH:14]1[CH2:19][CH2:18][N:17]([CH:20]2[CH2:24][NH:23][C@H:22]([C:25]([O:27]C)=[O:26])[CH2:21]2)[CH2:16][CH2:15]1)=[O:12].Cl. Given the product [Cl:3][C:4]1[C:8]([Cl:9])=[C:7]([CH3:10])[NH:6][C:5]=1[C:11]([NH:13][CH:14]1[CH2:15][CH2:16][N:17]([CH:20]2[CH2:24][NH:23][C@H:22]([C:25]([OH:27])=[O:26])[CH2:21]2)[CH2:18][CH2:19]1)=[O:12], predict the reactants needed to synthesize it. (2) Given the product [ClH:25].[ClH:25].[NH:8]1[CH2:9][CH2:10][CH:11]([NH:14][C:15]2[CH:20]=[CH:19][C:18]([C:21]([F:23])([F:22])[F:24])=[CH:17][N:16]=2)[CH2:12][CH2:13]1, predict the reactants needed to synthesize it. The reactants are: C(OC([N:8]1[CH2:13][CH2:12][CH:11]([NH:14][C:15]2[CH:20]=[CH:19][C:18]([C:21]([F:24])([F:23])[F:22])=[CH:17][N:16]=2)[CH2:10][CH2:9]1)=O)(C)(C)C.[ClH:25]. (3) Given the product [CH3:16][O:17][C:18]1[CH:19]=[C:20]2[C:21](=[CH:22][CH:23]=1)[NH:24][C:2]1[CH2:3][C:4]3[C:9]([C:1]2=1)=[CH:8][CH:7]=[CH:6][CH:5]=3, predict the reactants needed to synthesize it. The reactants are: [CH2:1]1[C:9]2[C:4](=[CH:5][CH:6]=[CH:7][CH:8]=2)[CH2:3][C:2]1=O.C(O)(C)C.Cl.[CH3:16][O:17][C:18]1[CH:23]=[CH:22][C:21]([NH:24]N)=[CH:20][CH:19]=1.C([O-])(O)=O.[Na+]. (4) The reactants are: [OH-].[Na+].C(O)C.[C:6]([C:9]1[CH:10]=[C:11]([C:15]2[CH:20]=[CH:19][C:18]([CH2:21][CH:22]([NH:36][S:37]([C:40]3[CH:45]=[CH:44][CH:43]=[CH:42][N:41]=3)(=[O:39])=[O:38])[C:23]3[N:28]=[C:27]([NH:29][CH2:30][C:31]([O:33]CC)=[O:32])[CH:26]=[CH:25][CH:24]=3)=[CH:17][CH:16]=2)[CH:12]=[CH:13][CH:14]=1)#[C:7][CH3:8].Cl. Given the product [C:6]([C:9]1[CH:10]=[C:11]([C:15]2[CH:16]=[CH:17][C:18]([CH2:21][CH:22]([NH:36][S:37]([C:40]3[CH:45]=[CH:44][CH:43]=[CH:42][N:41]=3)(=[O:38])=[O:39])[C:23]3[N:28]=[C:27]([NH:29][CH2:30][C:31]([OH:33])=[O:32])[CH:26]=[CH:25][CH:24]=3)=[CH:19][CH:20]=2)[CH:12]=[CH:13][CH:14]=1)#[C:7][CH3:8], predict the reactants needed to synthesize it. (5) Given the product [F:1][C:2]1[C:7]2[CH2:8][CH2:9][CH:10]([N:19]3[CH:38]=[C:37]([C:39]4[CH:44]=[CH:43][C:42]([C:45]5[N:49]=[C:48]([CH3:50])[O:47][N:46]=5)=[CH:41][C:40]=4[O:51][CH3:52])[N:21]=[N:20]3)[C:11](=[O:18])[N:12]([CH2:13][C:14]([F:15])([F:16])[F:17])[C:6]=2[CH:5]=[CH:4][CH:3]=1, predict the reactants needed to synthesize it. The reactants are: [F:1][C:2]1[C:7]2[CH2:8][CH2:9][CH:10]([N:19]3C=C(C4C=CC(C5C=CN=CC=5)=CC=4F)[N:21]=[N:20]3)[C:11](=[O:18])[N:12]([CH2:13][C:14]([F:17])([F:16])[F:15])[C:6]=2[CH:5]=[CH:4][CH:3]=1.[C:37]([C:39]1[CH:44]=[CH:43][C:42]([C:45]2[N:49]=[C:48]([CH3:50])[O:47][N:46]=2)=[CH:41][C:40]=1[O:51][CH3:52])#[CH:38]. (6) Given the product [CH2:8]([C:3]1[C:2]([B:12]([OH:17])[OH:13])=[CH:7][CH:6]=[CH:5][N:4]=1)[CH2:9][CH:10]=[CH2:11], predict the reactants needed to synthesize it. The reactants are: Br[C:2]1[C:3]([CH2:8][CH2:9][CH:10]=[CH2:11])=[N:4][CH:5]=[CH:6][CH:7]=1.[B:12](OC(C)C)([O:17]C(C)C)[O:13]C(C)C.[Li]CCCC. (7) The reactants are: [Cl:1][C:2]1[N:11]=[C:10](Cl)[C:9]2[C:4](=[CH:5][CH:6]=[CH:7][CH:8]=2)[N:3]=1.C(N(CC)CC)C.[NH:20]1[CH2:26][CH2:25][CH2:24][CH2:23][CH2:22][CH2:21]1.O. Given the product [Cl:1][C:2]1[N:11]=[C:10]([N:20]2[CH2:26][CH2:25][CH2:24][CH2:23][CH2:22][CH2:21]2)[C:9]2[C:4](=[CH:5][CH:6]=[CH:7][CH:8]=2)[N:3]=1, predict the reactants needed to synthesize it. (8) The reactants are: Cl[C:2]1[C:11]2[C:6](=[CH:7][CH:8]=[C:9]([N+:12]([O-:14])=[O:13])[CH:10]=2)[N:5]=[CH:4][N:3]=1.[Cl:15][C:16]1[CH:17]=[C:18]([CH:20]=[CH:21][C:22]=1[O:23][CH2:24][C:25]1[CH:30]=[CH:29][CH:28]=[CH:27][N:26]=1)[NH2:19]. Given the product [Cl:15][C:16]1[CH:17]=[C:18]([NH:19][C:2]2[C:11]3[C:6](=[CH:7][CH:8]=[C:9]([N+:12]([O-:14])=[O:13])[CH:10]=3)[N:5]=[CH:4][N:3]=2)[CH:20]=[CH:21][C:22]=1[O:23][CH2:24][C:25]1[CH:30]=[CH:29][CH:28]=[CH:27][N:26]=1, predict the reactants needed to synthesize it. (9) Given the product [NH2:6][C@H:5]([C:7]([OH:9])=[O:8])[CH2:4][SH:3].[N:18]([O-:20])=[O:19], predict the reactants needed to synthesize it. The reactants are: N([S:3][CH2:4][C@@H:5]([C:7]([OH:9])=[O:8])[NH2:6])=O.Cl.N[C@H](C(O)=O)CS.[N:18]([O-:20])=[O:19].[Na+]. (10) Given the product [ClH:36].[NH2:22][C@@H:8]([CH2:1][C:2]1[CH:3]=[CH:4][CH:5]=[CH:6][CH:7]=1)[C@H:9]([OH:21])[CH2:10][N:11]([CH2:12][C:13]1[CH:18]=[CH:17][CH:16]=[C:15]([O:19][CH3:20])[CH:14]=1)[C:35](=[O:30])[OH:39], predict the reactants needed to synthesize it. The reactants are: [CH2:1]([C@H:8]([NH:22]C(=O)OC(C)(C)C)[C@H:9]([OH:21])[CH2:10][NH:11][CH2:12][C:13]1[CH:18]=[CH:17][CH:16]=[C:15]([O:19][CH3:20])[CH:14]=1)[C:2]1[CH:7]=[CH:6][CH:5]=[CH:4][CH:3]=1.[O:30]1[CH2:35]COCC1.[ClH:36].CC[O:39]CC.